The task is: Regression. Given two drug SMILES strings and cell line genomic features, predict the synergy score measuring deviation from expected non-interaction effect.. This data is from NCI-60 drug combinations with 297,098 pairs across 59 cell lines. (1) Drug 1: CCC(=C(C1=CC=CC=C1)C2=CC=C(C=C2)OCCN(C)C)C3=CC=CC=C3.C(C(=O)O)C(CC(=O)O)(C(=O)O)O. Drug 2: CC1C(C(CC(O1)OC2CC(OC(C2O)C)OC3=CC4=CC5=C(C(=O)C(C(C5)C(C(=O)C(C(C)O)O)OC)OC6CC(C(C(O6)C)O)OC7CC(C(C(O7)C)O)OC8CC(C(C(O8)C)O)(C)O)C(=C4C(=C3C)O)O)O)O. Cell line: SR. Synergy scores: CSS=61.1, Synergy_ZIP=18.6, Synergy_Bliss=17.6, Synergy_Loewe=-39.9, Synergy_HSA=10.0. (2) Drug 1: CC1OCC2C(O1)C(C(C(O2)OC3C4COC(=O)C4C(C5=CC6=C(C=C35)OCO6)C7=CC(=C(C(=C7)OC)O)OC)O)O. Drug 2: C1CC(C1)(C2=CC=C(C=C2)C3=C(C=C4C(=N3)C=CN5C4=NNC5=O)C6=CC=CC=C6)N. Cell line: T-47D. Synergy scores: CSS=44.1, Synergy_ZIP=-1.80, Synergy_Bliss=-1.60, Synergy_Loewe=5.46, Synergy_HSA=7.08. (3) Drug 1: CC1=C(C=C(C=C1)C(=O)NC2=CC(=CC(=C2)C(F)(F)F)N3C=C(N=C3)C)NC4=NC=CC(=N4)C5=CN=CC=C5. Drug 2: CS(=O)(=O)OCCCCOS(=O)(=O)C. Cell line: K-562. Synergy scores: CSS=50.3, Synergy_ZIP=-3.11, Synergy_Bliss=-8.35, Synergy_Loewe=-61.4, Synergy_HSA=-8.14. (4) Drug 1: CC12CCC3C(C1CCC2=O)CC(=C)C4=CC(=O)C=CC34C. Drug 2: C1=NNC2=C1C(=O)NC=N2. Cell line: RXF 393. Synergy scores: CSS=9.00, Synergy_ZIP=0.643, Synergy_Bliss=-1.84, Synergy_Loewe=-0.591, Synergy_HSA=-0.700.